The task is: Predict the reactants needed to synthesize the given product.. This data is from Full USPTO retrosynthesis dataset with 1.9M reactions from patents (1976-2016). (1) Given the product [CH3:1][O:2][C:3]1[CH:4]=[C:5]2[C:9](=[CH:10][CH:11]=1)[NH:8][C:7]([CH2:12][CH2:13][CH3:14])=[C:6]2/[CH:15]=[CH:18]/[C:17]([C:20]1[CH:25]=[CH:24][N:23]=[CH:22][CH:21]=1)=[O:19], predict the reactants needed to synthesize it. The reactants are: [CH3:1][O:2][C:3]1[CH:4]=[C:5]2[C:9](=[CH:10][CH:11]=1)[NH:8][C:7]([CH2:12][CH2:13][CH3:14])=[C:6]2[CH:15]=O.[C:17]([C:20]1[CH:25]=[CH:24][N:23]=[CH:22][CH:21]=1)(=[O:19])[CH3:18].N1CCCCC1. (2) Given the product [CH2:1]([O:3][C:4]([N:6]([CH2:14][C:15]([Cl:28])=[O:17])[CH2:7][CH2:8][C:9]1[S:10][CH:11]=[CH:12][CH:13]=1)=[O:5])[CH3:2], predict the reactants needed to synthesize it. The reactants are: [CH2:1]([O:3][C:4]([N:6]([CH2:14][C:15]([OH:17])=O)[CH2:7][CH2:8][C:9]1[S:10][CH:11]=[CH:12][CH:13]=1)=[O:5])[CH3:2].CN(C=O)C.OCl.C(Cl)(=O)C([Cl:28])=O. (3) Given the product [C:10]([O:9][C:7]([N:5]1[CH2:6][C:2]([F:1])([CH2:18][F:19])[CH2:3][C@H:4]1[C:14]([OH:16])=[O:15])=[O:8])([CH3:13])([CH3:11])[CH3:12], predict the reactants needed to synthesize it. The reactants are: [F:1][C:2]1([CH2:18][F:19])[CH2:6][N:5]([C:7]([O:9][C:10]([CH3:13])([CH3:12])[CH3:11])=[O:8])[C@H:4]([C:14]([O:16]C)=[O:15])[CH2:3]1.[Li+].[OH-]. (4) Given the product [F:43][C:40]([F:41])([F:42])[S:38]([C:35]1[CH:36]=[CH:37][C:32](/[CH:31]=[CH:30]/[C:27]2[O:28][CH:29]=[C:25]([CH2:24][O:16][C:13]3[CH:12]=[CH:11][C:10]([CH2:9][CH2:8][CH2:7][CH2:6][N:1]4[CH:5]=[CH:4][N:3]=[N:2]4)=[CH:15][CH:14]=3)[N:26]=2)=[CH:33][CH:34]=1)=[O:39], predict the reactants needed to synthesize it. The reactants are: [N:1]1([CH2:6][CH2:7][CH2:8][CH2:9][C:10]2[CH:15]=[CH:14][C:13]([OH:16])=[CH:12][CH:11]=2)[CH:5]=[CH:4][N:3]=[N:2]1.C(=O)([O-])[O-].[Cs+].[Cs+].Cl[CH2:24][C:25]1[N:26]=[C:27]([CH:30]=[CH:31][C:32]2[CH:37]=[CH:36][C:35]([S:38]([C:40]([F:43])([F:42])[F:41])=[O:39])=[CH:34][CH:33]=2)[O:28][CH:29]=1.[I-].[K+]. (5) The reactants are: [F:1][C:2]([F:16])([F:15])[C:3]1[CH:4]=[CH:5][C:6]2[O:10][C:9]([C:11]([OH:13])=[O:12])=[CH:8][C:7]=2[CH:14]=1.[C:17](=O)([O-])[O-].[K+].[K+].CI.Cl. Given the product [F:16][C:2]([F:15])([F:1])[C:3]1[CH:4]=[CH:5][C:6]2[O:10][C:9]([C:11]([O:13][CH3:17])=[O:12])=[CH:8][C:7]=2[CH:14]=1, predict the reactants needed to synthesize it.